This data is from Reaction yield outcomes from USPTO patents with 853,638 reactions. The task is: Predict the reaction yield, written as a fraction of the theoretical maximum amount of product (1.0 means a 100% yield; for example, 0.34 means a 34% yield). (1) The reactants are [CH3:1][N:2]1[C:10]2[C:9]([O:11][C:12]3[CH:13]=[C:14]([CH:16]=[CH:17][CH:18]=3)[NH2:15])=[N:8][CH:7]=[N:6][C:5]=2[CH:4]=[CH:3]1.C(N(CC)CC)C.[C:26]1([N:32]=[C:33]=[O:34])[CH:31]=[CH:30][CH:29]=[CH:28][CH:27]=1. The catalyst is O1CCCC1.O. The product is [CH3:1][N:2]1[C:10]2[C:9]([O:11][C:12]3[CH:13]=[C:14]([NH:15][C:33]([NH:32][C:26]4[CH:31]=[CH:30][CH:29]=[CH:28][CH:27]=4)=[O:34])[CH:16]=[CH:17][CH:18]=3)=[N:8][CH:7]=[N:6][C:5]=2[CH:4]=[CH:3]1. The yield is 0.800. (2) The reactants are [ClH:1].C(OC([N:9]1[CH2:14][CH2:13][CH:12]([C:15]2[NH:16][CH:17]=[C:18]([C:20]3[CH:25]=[CH:24][C:23]([F:26])=[C:22]([C:27]([F:30])([F:29])[F:28])[CH:21]=3)[N:19]=2)[CH2:11][CH2:10]1)=O)(C)(C)C. The catalyst is CO. The yield is 0.900. The product is [ClH:1].[F:26][C:23]1[CH:24]=[CH:25][C:20]([C:18]2[N:19]=[C:15]([CH:12]3[CH2:13][CH2:14][NH:9][CH2:10][CH2:11]3)[NH:16][CH:17]=2)=[CH:21][C:22]=1[C:27]([F:28])([F:29])[F:30]. (3) The reactants are O=P12OP3(OP(OP(O3)(O1)=O)(=O)O2)=O.[CH2:15]([O:17][C:18]([C:20]1[C:21]([CH2:26][CH2:27][CH2:28][C:29]([OH:31])=O)=[CH:22][NH:23][C:24]=1[CH3:25])=[O:19])[CH3:16].C(=O)([O-])[O-].[Na+].[Na+]. No catalyst specified. The product is [CH3:25][C:24]1[NH:23][C:22]2[C:29](=[O:31])[CH2:28][CH2:27][CH2:26][C:21]=2[C:20]=1[C:18]([O:17][CH2:15][CH3:16])=[O:19]. The yield is 0.610. (4) The reactants are [F:1][C:2]1[CH:7]=[CH:6][C:5](I)=[CH:4][N:3]=1.[CH:9]1(B(O)O)[CH2:11][CH2:10]1.P([O-])([O-])([O-])=O.[K+].[K+].[K+].C1(C)C=CC=CC=1.O. The catalyst is C(Cl)(Cl)Cl.C(O)(C)C.C([O-])(=O)C.[Pd+2].C([O-])(=O)C. The product is [CH:9]1([C:5]2[CH:6]=[CH:7][C:2]([F:1])=[N:3][CH:4]=2)[CH2:11][CH2:10]1. The yield is 0.630. (5) The reactants are CON(C)[C:4]([C:6]1[CH:10]=[C:9]([CH2:11][CH3:12])[N:8]([CH3:13])[N:7]=1)=[O:5].[CH3:15][Mg]Br.[Cl-].[NH4+]. The catalyst is O1CCCC1.CCOCC. The product is [C:4]([C:6]1[CH:10]=[C:9]([CH2:11][CH3:12])[N:8]([CH3:13])[N:7]=1)(=[O:5])[CH3:15]. The yield is 0.880.